This data is from Full USPTO retrosynthesis dataset with 1.9M reactions from patents (1976-2016). The task is: Predict the reactants needed to synthesize the given product. The reactants are: Cl[C:2]1[N:7]=[C:6]2[N:8]([C@H:22]([C:24]3[CH:29]=[CH:28][CH:27]=[CH:26][CH:25]=3)[CH3:23])[C:9](=[O:21])[N:10]([C:13]3[CH:18]=[CH:17][C:16]([O:19][CH3:20])=[CH:15][CH:14]=3)[CH:11]([CH3:12])[C:5]2=[CH:4][N:3]=1. Given the product [CH3:20][O:19][C:16]1[CH:15]=[CH:14][C:13]([N:10]2[CH:11]([CH3:12])[C:5]3[C:6](=[N:7][C:2]([NH:10][C:13]4[CH:18]=[CH:17][CH:16]=[CH:15][CH:14]=4)=[N:3][CH:4]=3)[N:8]([C@H:22]([C:24]3[CH:29]=[CH:28][CH:27]=[CH:26][CH:25]=3)[CH3:23])[C:9]2=[O:21])=[CH:18][CH:17]=1, predict the reactants needed to synthesize it.